Predict the reaction yield, written as a fraction of the theoretical maximum amount of product (1.0 means a 100% yield; for example, 0.34 means a 34% yield). From a dataset of Reaction yield outcomes from USPTO patents with 853,638 reactions. (1) The catalyst is O1CCCC1.C(O)C.O. The yield is 0.720. The product is [N:15]1([C:10]2[CH:11]=[C:12]3[C:7](=[CH:8][CH:9]=2)[CH:6]=[C:5]([C:3]([OH:4])=[O:2])[CH:14]=[CH:13]3)[CH2:16][CH2:17][CH2:18][CH2:19][CH2:20]1. The reactants are C[O:2][C:3]([C:5]1[CH:14]=[CH:13][C:12]2[C:7](=[CH:8][CH:9]=[C:10]([N:15]3[CH2:20][CH2:19][CH2:18][CH2:17][CH2:16]3)[CH:11]=2)[CH:6]=1)=[O:4].[OH-].[Li+].Cl. (2) The reactants are [NH2:1][C:2]1[CH:3]=[CH:4][CH:5]=[C:6]2[C:11]=1[N:10]=[CH:9][CH:8]=[CH:7]2.Br[CH:13]([C:15]1[CH:20]=[CH:19][CH:18]=[CH:17][CH:16]=1)[CH3:14]. The catalyst is C(N(CC)CC)C. The product is [C:15]1([CH:13]([NH:1][C:2]2[CH:3]=[CH:4][CH:5]=[C:6]3[C:11]=2[N:10]=[CH:9][CH:8]=[CH:7]3)[CH3:14])[CH:20]=[CH:19][CH:18]=[CH:17][CH:16]=1. The yield is 0.910. (3) The reactants are Cl.[F:2][C:3]1[C:8]([NH:9][C:10]2[C:15]([C:16]3[N:24]=[CH:23][N:22]=[C:21]4[C:17]=3[N:18]=[CH:19][N:20]4C3CCCCO3)=[CH:14][CH:13]=[CH:12][N:11]=2)=[C:7]([F:31])[CH:6]=[CH:5][C:4]=1[NH:32][S:33]([C:36]1[S:40][C:39]([CH3:41])=[N:38][C:37]=1[CH3:42])(=[O:35])=[O:34]. No catalyst specified. The product is [N:24]1[C:16]([C:15]2[C:10]([NH:9][C:8]3[C:3]([F:2])=[C:4]([NH:32][S:33]([C:36]4[S:40][C:39]([CH3:41])=[N:38][C:37]=4[CH3:42])(=[O:35])=[O:34])[CH:5]=[CH:6][C:7]=3[F:31])=[N:11][CH:12]=[CH:13][CH:14]=2)=[C:17]2[C:21]([NH:20][CH:19]=[N:18]2)=[N:22][CH:23]=1. The yield is 0.910.